This data is from Catalyst prediction with 721,799 reactions and 888 catalyst types from USPTO. The task is: Predict which catalyst facilitates the given reaction. (1) Reactant: C(O)(C(F)(F)F)=O.C(OC([N:15]1[C:23]2[C:18](=[C:19]([Cl:24])[CH:20]=[CH:21][CH:22]=2)[CH:17]=[C:16]1[C:25]1[CH:30]=[CH:29][C:28]([Cl:31])=[C:27]([S:32](=[O:41])(=[O:40])[NH:33][CH:34]2[CH2:39][CH2:38][CH2:37][CH2:36][CH2:35]2)[CH:26]=1)=O)(C)(C)C. Product: [Cl:31][C:28]1[CH:29]=[CH:30][C:25]([C:16]2[NH:15][C:23]3[C:18]([CH:17]=2)=[C:19]([Cl:24])[CH:20]=[CH:21][CH:22]=3)=[CH:26][C:27]=1[S:32]([NH:33][CH:34]1[CH2:39][CH2:38][CH2:37][CH2:36][CH2:35]1)(=[O:40])=[O:41]. The catalyst class is: 2. (2) Reactant: C[O:2][C:3]1[CH:4]=[C:5]([B:19]2[O:23]C(C)(C)C(C)(C)[O:20]2)[CH:6]=[C:7](/[CH:9]=[CH:10]/[C:11]2[CH:16]=[CH:15][C:14]([O:17]C)=[CH:13][CH:12]=2)[CH:8]=1.B(Br)(Br)Br. Product: [OH:2][C:3]1[CH:4]=[C:5]([B:19]([OH:23])[OH:20])[CH:6]=[C:7](/[CH:9]=[CH:10]/[C:11]2[CH:12]=[CH:13][C:14]([OH:17])=[CH:15][CH:16]=2)[CH:8]=1. The catalyst class is: 2.